This data is from Forward reaction prediction with 1.9M reactions from USPTO patents (1976-2016). The task is: Predict the product of the given reaction. Given the reactants Cl[CH2:2][C:3](=[O:13])[CH2:4][C:5]1[CH:10]=[CH:9][CH:8]=[C:7]([F:11])[C:6]=1[CH3:12].[Br-:14].[Li+], predict the reaction product. The product is: [Br:14][CH2:2][C:3](=[O:13])[CH2:4][C:5]1[CH:10]=[CH:9][CH:8]=[C:7]([F:11])[C:6]=1[CH3:12].